From a dataset of Peptide-MHC class II binding affinity with 134,281 pairs from IEDB. Regression. Given a peptide amino acid sequence and an MHC pseudo amino acid sequence, predict their binding affinity value. This is MHC class II binding data. The peptide sequence is GLRRLTTLLRALGAQ. The MHC is DRB4_0101 with pseudo-sequence DRB4_0103. The binding affinity (normalized) is 0.510.